Predict the reactants needed to synthesize the given product. From a dataset of Full USPTO retrosynthesis dataset with 1.9M reactions from patents (1976-2016). (1) Given the product [CH2:1]([O:3][C:4]([C:6]1[CH:7]=[N:8][C:9]2[C:14]([C:15]=1[O:16][CH2:28][CH2:29][CH2:30][CH2:31][CH2:32][O:33][C:34]1[C:35](=[O:42])[CH:36]=[C:37]([CH2:40][OH:41])[O:38][CH:39]=1)=[CH:13][CH:12]=[C:11]([C:17]([F:20])([F:18])[F:19])[CH:10]=2)=[O:5])[CH3:2], predict the reactants needed to synthesize it. The reactants are: [CH2:1]([O:3][C:4]([C:6]1[CH:7]=[N:8][C:9]2[C:14]([C:15]=1[OH:16])=[CH:13][CH:12]=[C:11]([C:17]([F:20])([F:19])[F:18])[CH:10]=2)=[O:5])[CH3:2].C([O-])([O-])=O.[Cs+].[Cs+].Br[CH2:28][CH2:29][CH2:30][CH2:31][CH2:32][O:33][C:34]1[C:35](=[O:42])[CH:36]=[C:37]([CH2:40][OH:41])[O:38][CH:39]=1.O. (2) The reactants are: [C:1]([O:5][C:6]([N:8]1[CH2:13][CH2:12][N:11]([C:14]2[CH:19]=[CH:18][C:17]([N+:20]([O-])=O)=[C:16]([CH3:23])[N:15]=2)[CH2:10][C@@H:9]1[CH3:24])=[O:7])([CH3:4])([CH3:3])[CH3:2].C(OCC)(=O)C. Given the product [C:1]([O:5][C:6]([N:8]1[CH2:13][CH2:12][N:11]([C:14]2[CH:19]=[CH:18][C:17]([NH2:20])=[C:16]([CH3:23])[N:15]=2)[CH2:10][C@@H:9]1[CH3:24])=[O:7])([CH3:4])([CH3:3])[CH3:2], predict the reactants needed to synthesize it. (3) Given the product [Cl:1][C:2]1[CH:3]=[C:4]([CH:27]=[CH:28][C:29]=1[F:30])[NH:5][C:6]1[C:15]2[C:10](=[CH:11][C:12]([O:25][CH3:26])=[C:13]([O:16][CH2:17][CH2:18][N:19]3[CH2:24][CH2:23][CH2:21][CH2:20]3)[CH:14]=2)[N:9]=[CH:8][N:7]=1, predict the reactants needed to synthesize it. The reactants are: [Cl:1][C:2]1[CH:3]=[C:4]([CH:27]=[CH:28][C:29]=1[F:30])[NH:5][C:6]1[C:15]2[C:10](=[CH:11][C:12]([O:25][CH3:26])=[C:13]([O:16][CH2:17][CH2:18][N:19]3[CH2:24][CH2:23]O[CH2:21][CH2:20]3)[CH:14]=2)[N:9]=[CH:8][N:7]=1.ClC1C=C(C=CC=1F)NC1C2C(=CC(OC)=C(OCCCN(CC)CC)C=2)N=CN=1.ClC1C=C(C=CC=1F)NC1C2C(=CC(OC)=C(OCCCN3CCCC3)C=2)N=CN=1.ClC1C=C(C=CC=1F)NC1C2C(=CC(OC)=C(OCCCN(C)C)C=2)N=CN=1.FC1C=C(C=CC=1F)NC1C2C(=CC(OC)=C(OCCCN3CCOCC3)C=2)N=CN=1.ClC1C=C(C=CC=1F)NC1C2C(=CC(OC)=C(OCCCN3CCCCC3)C=2)N=CN=1.ClC1C=C(C=CC=1F)NC1C2C(=CC(OC)=C(OCCCN3CCOCC3)C=2)N=CN=1.ClC1C=C(C=CC=1F)NC1C2C(=CC(OC)=C(OCCN(C)C)C=2)N=CN=1.FC1C=C(F)C=CC=1NC1C2C(=CC(OC)=C(OCCCN(C)C)C=2)N=CN=1.FC1C=C(F)C=CC=1NC1C2C(=CC(OC)=C(OCCCN3CCOCC3)C=2)N=CN=1.ClC1C=C(C=CC=1F)NC1C2C(=CC(OC)=C(OCCN3C=CN=C3)C=2)N=CN=1.ClC1C=C(C=CC=1F)NC1C2C(=CC(OC)=C(OCCCN3C=CN=C3)C=2)N=CN=1. (4) Given the product [CH3:1][C@H:2]([NH:109][C:110]([CH2:112][NH:113][C:114]([C@@H:116]([NH:120][CH:121]=[O:122])[CH:117]([CH3:119])[CH3:118])=[O:115])=[O:111])[C:3]([NH:5][C@@H:6]([C:11]([NH:13][C@H:14]([C:16]([NH:18][C@@H:19]([C:23]([NH:25][C@H:26]([C:30]([NH:32][C@H:33]([C:37]([NH:39][C@H:40]([C:51]([NH:53][C@@H:54]([C:59]([NH:61][C@H:62]([C:73]([NH:75][C@@H:76]([C:81]([NH:83][C@H:84]([C:95]([NH:97][C@@H:98]([C:103]([NH:105][C@H:106]([C:107]([NH:5][CH2:6][CH2:11][OH:12])=[O:108])[CH2:145][C:146]1[C:133]2[C:132](=[CH:137][CH:136]=[CH:135][CH:134]=2)[NH:131][CH:141]=1)=[O:104])[CH2:99][CH:100]([CH3:101])[CH3:102])=[O:96])[CH2:85][C:86]1[C:90]2[C:89](=[CH:94][CH:93]=[CH:92][CH:91]=2)[NH:88][CH:87]=1)=[O:82])[CH2:77][CH:78]([CH3:79])[CH3:80])=[O:74])[CH2:63][C:64]1[C:68]2[C:67](=[CH:72][CH:71]=[CH:70][CH:69]=2)[NH:66][CH:65]=1)=[O:60])[CH2:55][CH:56]([CH3:57])[CH3:58])=[O:52])[CH2:41][C:42]1[C:46]2[C:45](=[CH:50][CH:49]=[CH:48][CH:47]=2)[NH:44][CH:43]=1)=[O:38])[CH:34]([CH3:35])[CH3:36])=[O:31])[CH:27]([CH3:28])[CH3:29])=[O:24])[CH:20]([CH3:21])[CH3:22])=[O:17])[CH3:15])=[O:12])[CH2:7][CH:8]([CH3:9])[CH3:10])=[O:4], predict the reactants needed to synthesize it. The reactants are: [CH3:1][C@H:2]([NH:109][C:110]([CH2:112][NH:113][C:114]([C@@H:116]([NH:120][CH:121]=[O:122])[CH:117]([CH3:119])[CH3:118])=[O:115])=[O:111])[C:3]([NH:5][C@@H:6]([C:11]([NH:13][C@H:14]([C:16]([NH:18][C@@H:19]([C:23]([NH:25][C@H:26]([C:30]([NH:32][C@H:33]([C:37]([NH:39][C@@H:40]([C:51]([NH:53][C@@H:54]([C:59]([NH:61][C@H:62]([C:73]([NH:75][C@@H:76]([C:81]([NH:83][C@H:84]([C:95]([NH:97][C@@H:98]([C:103]([NH:105][CH2:106][CH2:107][OH:108])=[O:104])[CH2:99][CH:100]([CH3:102])[CH3:101])=[O:96])[CH2:85][C:86]1[C:90]2[CH:91]=[CH:92][CH:93]=[CH:94][C:89]=2[NH:88][CH:87]=1)=[O:82])[CH2:77][CH:78]([CH3:80])[CH3:79])=[O:74])[CH2:63][C:64]1[C:68]2[CH:69]=[CH:70][CH:71]=[CH:72][C:67]=2[NH:66][CH:65]=1)=[O:60])[CH2:55][CH:56]([CH3:58])[CH3:57])=[O:52])[CH2:41][C:42]1[C:46]2[CH:47]=[CH:48][CH:49]=[CH:50][C:45]=2[NH:44][CH:43]=1)=[O:38])[CH:34]([CH3:36])[CH3:35])=[O:31])[CH:27]([CH3:29])[CH3:28])=[O:24])[CH:20]([CH3:22])[CH3:21])=[O:17])[CH3:15])=[O:12])[CH2:7][CH:8]([CH3:10])[CH3:9])=[O:4].CC1C(N)=CC2[N+:131]([C:141]3[CH:146]=[CH:145]C=CC=3)=[C:132]3[C:137](=NC=2C=1)[CH:136]=[C:135](C)[C:134](N)=[CH:133]3.[Cl-].